From a dataset of Catalyst prediction with 721,799 reactions and 888 catalyst types from USPTO. Predict which catalyst facilitates the given reaction. (1) Reactant: [Si:1]([O:8][CH2:9][C:10]1[NH:11][C:12]2[C:17]([CH:18]=1)=[CH:16][C:15]([Cl:19])=[CH:14][C:13]=2[F:20])([C:4]([CH3:7])([CH3:6])[CH3:5])([CH3:3])[CH3:2].[H-].[Na+].[S:23]1(=[O:29])(=[O:28])[CH2:27][CH:26]=[CH:25][CH2:24]1. Product: [Si:1]([O:8][CH2:9][C:10]1[N:11]([CH:25]2[CH2:26][CH2:27][S:23](=[O:29])(=[O:28])[CH2:24]2)[C:12]2[C:17]([CH:18]=1)=[CH:16][C:15]([Cl:19])=[CH:14][C:13]=2[F:20])([C:4]([CH3:7])([CH3:6])[CH3:5])([CH3:3])[CH3:2]. The catalyst class is: 35. (2) Reactant: [CH2:1]([O:4][C:5](=[O:40])[C@@H:6]([NH:32][C:33]([O:35][C:36]([CH3:39])([CH3:38])[CH3:37])=[O:34])[CH2:7][C:8]1[CH:31]=[CH:30][C:11]([O:12][C:13]([NH:15][CH2:16][CH2:17][C@H:18]([NH:22][C:23]([O:25][C:26]([CH3:29])([CH3:28])[CH3:27])=[O:24])[C:19](O)=[O:20])=[O:14])=[CH:10][CH:9]=1)[CH:2]=[CH2:3].[C:41]1([NH:47][C:48](=[O:72])[C@H:49]([CH2:51][S:52][C:53]([C:66]2[CH:71]=[CH:70][CH:69]=[CH:68][CH:67]=2)([C:60]2[CH:65]=[CH:64][CH:63]=[CH:62][CH:61]=2)[C:54]2[CH:59]=[CH:58][CH:57]=[CH:56][CH:55]=2)[NH2:50])[CH:46]=[CH:45][CH:44]=[CH:43][CH:42]=1.C(N(CC)C(C)C)(C)C.CN(C(ON1N=NC2C=CC=NC1=2)=[N+](C)C)C.F[P-](F)(F)(F)(F)F. Product: [CH2:1]([O:4][C:5](=[O:40])[C@H:6]([CH2:7][C:8]1[CH:9]=[CH:10][C:11]([O:12][C:13](=[O:14])[NH:15][CH2:16][CH2:17][C@H:18]([NH:22][C:23]([O:25][C:26]([CH3:29])([CH3:28])[CH3:27])=[O:24])[C:19]([NH:50][C@@H:49]([CH2:51][S:52][C:53]([C:66]2[CH:71]=[CH:70][CH:69]=[CH:68][CH:67]=2)([C:60]2[CH:61]=[CH:62][CH:63]=[CH:64][CH:65]=2)[C:54]2[CH:59]=[CH:58][CH:57]=[CH:56][CH:55]=2)[C:48]([NH:47][C:41]2[CH:46]=[CH:45][CH:44]=[CH:43][CH:42]=2)=[O:72])=[O:20])=[CH:30][CH:31]=1)[NH:32][C:33]([O:35][C:36]([CH3:39])([CH3:38])[CH3:37])=[O:34])[CH:2]=[CH2:3]. The catalyst class is: 4.